Dataset: Full USPTO retrosynthesis dataset with 1.9M reactions from patents (1976-2016). Task: Predict the reactants needed to synthesize the given product. (1) Given the product [CH3:36][C:3]1[C:4]([O:22][CH:23]2[CH2:24][CH2:25][N:26]([C:29]([O:31][CH:32]([CH3:33])[CH3:34])=[O:30])[CH2:27][CH2:28]2)=[N:5][CH:6]=[N:7][C:8]=1[N:9]1[C:17]2[C:12](=[CH:13][C:14]([S:18][CH3:21])=[CH:15][CH:16]=2)[CH2:11][CH2:10]1, predict the reactants needed to synthesize it. The reactants are: CO[C:3]1[C:4]([O:22][CH:23]2[CH2:28][CH2:27][N:26]([C:29]([O:31][CH:32]([CH3:34])[CH3:33])=[O:30])[CH2:25][CH2:24]2)=[N:5][CH:6]=[N:7][C:8]=1[N:9]1[C:17]2[C:12](=[CH:13][C:14]([S:18]([CH3:21])(=O)=O)=[CH:15][CH:16]=2)[CH2:11][CH2:10]1.Cl[C:36]1N=CN=C(OC2CCN(C(OC(C)C)=O)CC2)C=1C.CSC1C=C2C(=CC=1)NCC2. (2) Given the product [Cl:16][C:17]1[CH:22]=[CH:21][CH:20]=[CH:19][C:18]=1[S:23]([N:9]1[CH2:8][CH2:7][C:6]2([C:4](=[O:5])[N:40]([C:37]3[CH:36]=[CH:35][C:34]([O:33][CH2:32][CH:27]4[CH2:28][CH2:29][CH2:30][CH2:31]4)=[CH:39][CH:38]=3)[CH2:13][CH2:12]2)[CH2:11][CH2:10]1)(=[O:25])=[O:24], predict the reactants needed to synthesize it. The reactants are: C(O[C:4]([C:6]1([CH2:12][CH2:13]OC)[CH2:11][CH2:10][NH:9][CH2:8][CH2:7]1)=[O:5])C.[Cl:16][C:17]1[CH:22]=[CH:21][CH:20]=[CH:19][C:18]=1[S:23](Cl)(=[O:25])=[O:24].[CH:27]1([CH2:32][O:33][C:34]2[CH:39]=[CH:38][C:37]([NH2:40])=[CH:36][CH:35]=2)[CH2:31][CH2:30][CH2:29][CH2:28]1. (3) Given the product [CH3:15][C:3]1[CH:4]=[C:5]([CH2:8][CH:9]([NH2:12])[CH2:10][CH3:11])[CH:6]=[CH:7][C:2]=1[CH3:1], predict the reactants needed to synthesize it. The reactants are: [CH3:1][C:2]1[CH:7]=[CH:6][C:5]([CH:8]=[C:9]([N+:12]([O-])=O)[CH2:10][CH3:11])=[CH:4][C:3]=1[CH3:15].